This data is from Forward reaction prediction with 1.9M reactions from USPTO patents (1976-2016). The task is: Predict the product of the given reaction. (1) The product is: [CH2:1]([O:3][C:4](=[O:27])[C:5]1[CH:10]=[CH:9][C:8]([C:11]#[C:12][C:13]2[CH:22]=[CH:21][C:20]3[CH:19]([NH:34][CH:31]4[CH2:33][CH2:32]4)[CH2:18][CH2:17][C:16]([CH3:24])([CH3:25])[C:15]=3[CH:14]=2)=[CH:7][C:6]=1[F:26])[CH3:2]. Given the reactants [CH2:1]([O:3][C:4](=[O:27])[C:5]1[CH:10]=[CH:9][C:8]([C:11]#[C:12][C:13]2[CH:22]=[CH:21][C:20]3[C:19](=O)[CH2:18][CH2:17][C:16]([CH3:25])([CH3:24])[C:15]=3[CH:14]=2)=[CH:7][C:6]=1[F:26])[CH3:2].ClCCl.[CH:31]1([NH2:34])[CH2:33][CH2:32]1.C([BH3-])#N.[Na+], predict the reaction product. (2) The product is: [CH:1]1([N:7]2[CH2:13][CH:12]([CH3:14])[C:11](=[O:15])[N:10]([CH3:16])[C:9]3[CH:17]=[N:18][C:19]([N:21]([CH3:33])[C:22]4[CH:30]=[CH:29][C:25]([C:26]([NH:67][CH:68]5[CH2:73][CH2:72][N:71]([CH3:74])[CH2:70][CH2:69]5)=[O:28])=[CH:24][C:23]=4[O:31][CH3:32])=[N:20][C:8]2=3)[CH2:2][CH2:3][CH2:4][CH2:5][CH2:6]1. Given the reactants [CH:1]1([N:7]2[CH2:13][CH:12]([CH3:14])[C:11](=[O:15])[N:10]([CH3:16])[C:9]3[CH:17]=[N:18][C:19]([N:21]([CH3:33])[C:22]4[CH:30]=[CH:29][C:25]([C:26]([OH:28])=O)=[CH:24][C:23]=4[O:31][CH3:32])=[N:20][C:8]2=3)[CH2:6][CH2:5][CH2:4][CH2:3][CH2:2]1.F[P-](F)(F)(F)(F)F.CN(C(N(C)C)=[N+]1C2C(=NC=CC=2)[N+]([O-])=N1)C.C(N(C(C)C)C(C)C)C.[NH2:67][CH:68]1[CH2:73][CH2:72][N:71]([CH3:74])[CH2:70][CH2:69]1, predict the reaction product.